This data is from Experimentally validated miRNA-target interactions with 360,000+ pairs, plus equal number of negative samples. The task is: Binary Classification. Given a miRNA mature sequence and a target amino acid sequence, predict their likelihood of interaction. (1) The miRNA is hsa-miR-637 with sequence ACUGGGGGCUUUCGGGCUCUGCGU. The protein sequence of the target gene is MVAPVLKSFQAEVVALSKRSREAEAAFLSVYKQLIEAPDPVPSFEVARTLDDRLQRPSFDPSGQRLQDVHIAWKRCPEPPSAREQNEGTCPTGHTPANGNHLPGPEDTLVTDTLLQKNEAERQKGLQEVHITLAARLGEAEEKIKVLHSALKATQTELLELRRKYDEEAASKADEVGLIMTNLEKANQRAEAAQREVESLREQLASVNSSIRLACCSPQGPSGEKVSFALCSGPRLEAALASKDREILRLLKDAQQLRHSLQELEEVSANQIADLERQLAAKSEAIEKLQEKLEAQADYE.... Result: 0 (no interaction). (2) The miRNA is mmu-miR-6913-3p with sequence UCUCUACUGAUUUGUCUCCUCAG. The protein sequence of the target gene is MSATAATVPPAAPAGEGGPPAPPPNLTSNRRLQQTQAQVDEVVDIMRVNVDKVLERDQKLSELDDRADALQAGASQFETSAAKLKRKYWWKNLKMMIILGVICAIILIIIIVYFST. Result: 0 (no interaction). (3) The miRNA is hsa-miR-3681-3p with sequence ACACAGUGCUUCAUCCACUACU. The protein sequence of the target gene is MASLGQILFWSIISIIIILAGAIALIIGFGISGRHSITVTTVASAGNIGEDGILSCTFEPDIKLSDIVIQWLKEGVLGLVHEFKEGKDELSEQDEMFRGRTAVFADQVIVGNASLRLKNVQLTDAGTYKCYIITSKGKGNANLEYKTGAFSMPEVNVDYNASSETLRCEAPRWFPQPTVVWASQVDQGANFSEVSNTSFELNSENVTMKVVSVLYNVTINNTYSCMIENDIAKATGDIKVTESEIKRRSHLQLLNSKASLCVSSFFAISWALLPLSPYLMLK. Result: 0 (no interaction).